Task: Predict the reaction yield, written as a fraction of the theoretical maximum amount of product (1.0 means a 100% yield; for example, 0.34 means a 34% yield).. Dataset: Reaction yield outcomes from USPTO patents with 853,638 reactions The reactants are [C:1]([O:5][C:6]([N:8]1[CH2:16][C@@H:15]2[C@H:10]([O:11][CH2:12][C:13]3[N:14]2[N:17]=[N:18][C:19]=3I)[CH2:9]1)=[O:7])([CH3:4])([CH3:3])[CH3:2].[O:21]1[CH2:26][CH:25]=[C:24](B2OC(C)(C)C(C)(C)O2)[CH2:23][CH2:22]1.C([O-])([O-])=O.[K+].[K+].C(COC)OC.CCO.O. The catalyst is C(Cl)Cl. The product is [C:1]([O:5][C:6]([N:8]1[CH2:16][C@@H:15]2[C@H:10]([O:11][CH2:12][C:13]3[N:14]2[N:17]=[N:18][C:19]=3[C:24]2[CH2:25][CH2:26][O:21][CH2:22][CH:23]=2)[CH2:9]1)=[O:7])([CH3:4])([CH3:3])[CH3:2]. The yield is 0.720.